Predict which catalyst facilitates the given reaction. From a dataset of Catalyst prediction with 721,799 reactions and 888 catalyst types from USPTO. Reactant: CN(C)C=O.[Cl:6][C:7]1([Cl:33])[CH2:9][C:8]1([C:11]1[N:15]2[C:16]([C:29]([F:32])([F:31])[F:30])=[CH:17][CH:18]=[C:19]([C:20]([NH:22][C:23]3[O:24][C:25]([CH3:28])=[N:26][N:27]=3)=[O:21])[C:14]2=[N:13][N:12]=1)[CH3:10].C(=O)([O-])[O-].[K+].[K+].[CH2:40](I)[CH3:41]. Product: [Cl:33][C:7]1([Cl:6])[CH2:9][C:8]1([C:11]1[N:15]2[C:16]([C:29]([F:30])([F:31])[F:32])=[CH:17][CH:18]=[C:19]([C:20]([N:22]([CH2:40][CH3:41])[C:23]3[O:24][C:25]([CH3:28])=[N:26][N:27]=3)=[O:21])[C:14]2=[N:13][N:12]=1)[CH3:10]. The catalyst class is: 6.